Task: Predict the product of the given reaction.. Dataset: Forward reaction prediction with 1.9M reactions from USPTO patents (1976-2016) (1) Given the reactants [OH:1][C:2]1[N:10]=[CH:9][CH:8]=[CH:7][C:3]=1[C:4]([OH:6])=[O:5].[Br:11]Br, predict the reaction product. The product is: [Br:11][C:8]1[CH:9]=[N:10][C:2]([OH:1])=[C:3]([CH:7]=1)[C:4]([OH:6])=[O:5]. (2) The product is: [CH3:20][O:21][CH2:22][CH2:23][NH:24][CH2:1][C:3]1[CH:8]=[CH:7][C:6]([S:9][C:10]([CH3:19])([CH3:18])[C:11]([O:13][C:14]([CH3:17])([CH3:16])[CH3:15])=[O:12])=[CH:5][CH:4]=1. Given the reactants [CH:1]([C:3]1[CH:8]=[CH:7][C:6]([S:9][C:10]([CH3:19])([CH3:18])[C:11]([O:13][C:14]([CH3:17])([CH3:16])[CH3:15])=[O:12])=[CH:5][CH:4]=1)=O.[CH3:20][O:21][CH2:22][CH2:23][NH2:24].C([BH3-])#N.[Na+].Cl.C(=O)([O-])[O-].[Na+].[Na+], predict the reaction product. (3) Given the reactants [CH2:1]([C@H:3]([NH:6][C:7]1[N:8]=[C:9]([C:20]2[CH:25]=[C:24]([O:26]C)[CH:23]=[C:22]([Cl:28])[CH:21]=2)[C:10]2[C:15]([NH2:16])=[C:14]([C:17]([NH2:19])=[O:18])[S:13][C:11]=2[N:12]=1)[CH2:4][OH:5])[CH3:2].B(Br)(Br)Br.C([O-])(O)=O.[Na+], predict the reaction product. The product is: [CH2:1]([C@H:3]([NH:6][C:7]1[N:8]=[C:9]([C:20]2[CH:21]=[C:22]([Cl:28])[CH:23]=[C:24]([OH:26])[CH:25]=2)[C:10]2[C:15]([NH2:16])=[C:14]([C:17]([NH2:19])=[O:18])[S:13][C:11]=2[N:12]=1)[CH2:4][OH:5])[CH3:2]. (4) The product is: [O:12]1[C:11]2[CH:15]=[CH:16][C:8]([CH2:7][CH2:6][NH:5][C:3](=[O:4])[C@H:2]([NH:1][C:21]3[S:25][N:24]=[C:23]([N:26]4[CH:30]=[CH:29][N:28]=[CH:27]4)[N:22]=3)[CH:17]([CH3:19])[CH3:18])=[CH:9][C:10]=2[O:14][CH2:13]1. Given the reactants [NH2:1][CH:2]([CH:17]([CH3:19])[CH3:18])[C:3]([NH:5][CH2:6][CH2:7][C:8]1[CH:16]=[CH:15][C:11]2[O:12][CH2:13][O:14][C:10]=2[CH:9]=1)=[O:4].Cl[C:21]1[S:25][N:24]=[C:23]([N:26]2[CH:30]=[CH:29][N:28]=[CH:27]2)[N:22]=1, predict the reaction product. (5) Given the reactants N[C:2]1[NH:7][C:6]2=[C:8]([C@@H:11]3[NH:19][C@H:16]([CH2:17][OH:18])[C@@H:14]([OH:15])[C@H:12]3O)[CH:9]=[N:10][C:5]2=[C:4]([OH:20])[N:3]=1.CC(OC(N(C)C)N(C)C)(C)C.C1(C)C=CC=CC=1, predict the reaction product. The product is: [OH:20][C:4]1[N:3]=[CH:2][NH:7][C:6]2=[C:8]([C@@H:11]3[NH:19][C@H:16]([CH2:17][OH:18])[C@@H:14]([OH:15])[CH2:12]3)[CH:9]=[N:10][C:5]=12. (6) Given the reactants FC(F)(F)OC1C=CC(CNC([C@H]2CNCCN2S(C2C=CC(OC(F)(F)F)=CC=2)(=O)=O)=O)=CC=1.O.ON1C2C=CC=CC=2N=N1.Cl.C(N=C=NCCCN(C)C)C.C(=O)([O-])O.[Na+].C(OC([N:71]1[CH2:76][CH2:75][N:74]([S:77]([C:80]2[CH:85]=[CH:84][C:83]([O:86][C:87]([F:90])([F:89])[F:88])=[CH:82][CH:81]=2)(=[O:79])=[O:78])[C@@H:73]([C:91](=[O:103])[NH:92][CH2:93][C:94]2[CH:99]=[CH:98][C:97]([CH2:100][CH2:101][CH3:102])=[CH:96][CH:95]=2)[CH2:72]1)=O)(C)(C)C.Cl.O1CCOCC1, predict the reaction product. The product is: [CH2:100]([C:97]1[CH:96]=[CH:95][C:94]([CH2:93][NH:92][C:91]([C@H:73]2[CH2:72][NH:71][CH2:76][CH2:75][N:74]2[S:77]([C:80]2[CH:85]=[CH:84][C:83]([O:86][C:87]([F:89])([F:90])[F:88])=[CH:82][CH:81]=2)(=[O:79])=[O:78])=[O:103])=[CH:99][CH:98]=1)[CH2:101][CH3:102].